From a dataset of Full USPTO retrosynthesis dataset with 1.9M reactions from patents (1976-2016). Predict the reactants needed to synthesize the given product. (1) Given the product [CH3:37][C:35]1[C:34]([C:2]2[C:3]3[CH2:16][CH2:15][N:14]([C:17]4[CH:22]=[CH:21][N:20]=[CH:19][CH:18]=4)[C:4]=3[N:5]=[C:6]([N:8]3[CH2:13][CH2:12][O:11][CH2:10][CH2:9]3)[N:7]=2)=[CH:33][N:32]=[C:31]([NH2:30])[N:36]=1, predict the reactants needed to synthesize it. The reactants are: Cl[C:2]1[C:3]2[CH2:16][CH2:15][N:14]([C:17]3[CH:22]=[CH:21][N:20]=[CH:19][CH:18]=3)[C:4]=2[N:5]=[C:6]([N:8]2[CH2:13][CH2:12][O:11][CH2:10][CH2:9]2)[N:7]=1.COC1C=CC(C[N:30](CC2C=CC(OC)=CC=2)[C:31]2[N:36]=[C:35]([CH3:37])[C:34](B3OC(C)(C)C(C)(C)O3)=[CH:33][N:32]=2)=CC=1.COC1C=CC(CN(CC2C=CC(OC)=CC=2)C2N=CC(B3OC(C)(C)C(C)(C)O3)=CN=2)=CC=1. (2) The reactants are: [Si:1]([O:8][C:9]1[CH:14]=[CH:13][C:12]([CH2:15]O)=[CH:11][C:10]=1[O:17][CH2:18][CH3:19])([C:4]([CH3:7])([CH3:6])[CH3:5])([CH3:3])[CH3:2].P(Br)(Br)[Br:21].C([O-])(O)=O.[Na+]. Given the product [Br:21][CH2:15][C:12]1[CH:13]=[CH:14][C:9]([O:8][Si:1]([C:4]([CH3:7])([CH3:6])[CH3:5])([CH3:3])[CH3:2])=[C:10]([O:17][CH2:18][CH3:19])[CH:11]=1, predict the reactants needed to synthesize it. (3) Given the product [CH3:6][S:7][C:8]1[N:13]=[CH:12][C:11]([OH:16])=[CH:10][CH:9]=1, predict the reactants needed to synthesize it. The reactants are: S(=O)(=O)(O)O.[CH3:6][S:7][C:8]1[N:13]=[CH:12][C:11](N)=[CH:10][CH:9]=1.N([O-])=[O:16].[Na+].C(=O)(O)[O-].[Na+]. (4) Given the product [CH2:1]([O:3][C:4]([C:6]1[N:11]=[C:10]([CH2:12][S:13][CH:14]([CH3:15])[CH3:16])[C:9]2[N:17]=[C:18]([C:20]([CH3:22])([CH3:21])[CH3:23])[S:19][C:8]=2[C:7]=1[OH:24])=[O:5])[CH3:2], predict the reactants needed to synthesize it. The reactants are: [CH2:1]([O:3][C:4]([C:6]1[N:11]=[C:10]([CH2:12][S:13][CH:14]([CH3:16])[CH3:15])[C:9]2[N:17]=[C:18]([C:20]([CH3:23])([CH3:22])[CH3:21])[S:19][C:8]=2[C:7]=1[O:24]C(=O)C(C)(C)C)=[O:5])[CH3:2].[O-]CC.[Na+]. (5) Given the product [CH2:29]([NH:36][CH2:27][C@@H:22]1[CH2:23][CH2:24][CH2:25][CH2:26][N:21]1[CH2:14][C:15]1[CH:20]=[CH:19][CH:18]=[CH:17][CH:16]=1)[C:30]1[CH:35]=[CH:34][CH:33]=[CH:32][CH:31]=1, predict the reactants needed to synthesize it. The reactants are: C(Cl)(=O)C(Cl)=O.C(=O)=O.CC(C)=O.[CH2:14]([N:21]1[CH2:26][CH2:25][CH2:24][CH2:23][C@H:22]1[CH2:27]O)[C:15]1[CH:20]=[CH:19][CH:18]=[CH:17][CH:16]=1.[CH2:29]([NH2:36])[C:30]1[CH:35]=[CH:34][CH:33]=[CH:32][CH:31]=1.C(O[BH-](OC(=O)C)OC(=O)C)(=O)C.[Na+].C(=O)([O-])O.[Na+]. (6) Given the product [CH:16]([C:5]1[C:4]2[C:9](=[CH:10][C:11]([O:12][CH3:13])=[C:2]([C:24](=[O:26])[CH3:25])[CH:3]=2)[O:8][C:7]([CH3:15])([CH3:14])[CH:6]=1)([CH3:18])[CH3:17], predict the reactants needed to synthesize it. The reactants are: Br[C:2]1[CH:3]=[C:4]2[C:9](=[CH:10][C:11]=1[O:12][CH3:13])[O:8][C:7]([CH3:15])([CH3:14])[CH:6]=[C:5]2[CH:16]([CH3:18])[CH3:17].C([Sn](CCCC)(CCCC)[C:24]([O:26]CC)=[CH2:25])CCC. (7) Given the product [C:5]([P:4](=[O:27])([C:14]1[C:13]([O:12][CH3:11])=[CH:18][CH:17]=[CH:16][C:15]=1[O:19][CH3:20])[CH3:2])([CH3:8])([CH3:7])[CH3:6], predict the reactants needed to synthesize it. The reactants are: Cl[CH:2]([PH2:4])Cl.[C:5]([Mg]Cl)([CH3:8])([CH3:7])[CH3:6].[CH3:11][O:12][C:13]1[CH:18]=[CH:17][CH:16]=[C:15]([O:19][CH3:20])[CH:14]=1.[Li]CCCC.C[O:27]C1C=CC=C(OC)C=1[Li].OO. (8) Given the product [F:1][C:2]1[CH:3]=[C:4]([C:15]23[CH2:20][CH2:19][C:18]([CH2:23][CH2:24][OH:25])([CH2:21][CH2:22]2)[CH2:17][O:16]3)[CH:5]=[C:6]([O:8][CH:9]2[CH2:14][CH2:13][CH2:12][CH2:11][O:10]2)[CH:7]=1, predict the reactants needed to synthesize it. The reactants are: [F:1][C:2]1[CH:3]=[C:4]([C:15]23[CH2:22][CH2:21][C:18]([CH2:23][CH:24]=[O:25])([CH2:19][CH2:20]2)[CH2:17][O:16]3)[CH:5]=[C:6]([O:8][CH:9]2[CH2:14][CH2:13][CH2:12][CH2:11][O:10]2)[CH:7]=1.CC(C[AlH]CC(C)C)C.